From a dataset of Reaction yield outcomes from USPTO patents with 853,638 reactions. Predict the reaction yield, written as a fraction of the theoretical maximum amount of product (1.0 means a 100% yield; for example, 0.34 means a 34% yield). (1) The reactants are [CH:1](OC)([O:4][CH3:5])[O:2][CH3:3].O.C1(C)C=CC(S(O)(=O)=O)=CC=1.[Br:20][C:21]1[N:26]=[CH:25][C:24](C=O)=[CH:23][CH:22]=1. The catalyst is CO. The product is [Br:20][C:21]1[CH:22]=[CH:23][C:24]([CH:1]([O:4][CH3:5])[O:2][CH3:3])=[CH:25][N:26]=1. The yield is 0.990. (2) The reactants are [Cl:1][C:2]1[C:7]2[CH:8]([CH3:11])[CH2:9][O:10][C:6]=2[C:5]([CH:12]2[C@H:17]([O:18]CC3C=CC=CC=3)[C@@H:16]([O:26]CC3C=CC=CC=3)[C@H:15]([O:34]CC3C=CC=CC=3)[C@@H:14]([CH2:42][O:43]CC3C=CC=CC=3)[O:13]2)=[CH:4][C:3]=1[CH2:51][C:52]1[CH:57]=[CH:56][C:55]([O:58][CH2:59][CH3:60])=[CH:54][CH:53]=1. The catalyst is C1COCC1.CO.[Pd]. The product is [Cl:1][C:2]1[C:7]2[CH:8]([CH3:11])[CH2:9][O:10][C:6]=2[C:5]([CH:12]2[CH:17]([OH:18])[CH:16]([OH:26])[CH:15]([OH:34])[CH:14]([CH2:42][OH:43])[O:13]2)=[CH:4][C:3]=1[CH2:51][C:52]1[CH:53]=[CH:54][C:55]([O:58][CH2:59][CH3:60])=[CH:56][CH:57]=1. The yield is 0.420. (3) The reactants are [Br:1][C:2]1[CH:7]=[CH:6][C:5]([C@@H:8]([NH2:10])[CH3:9])=[CH:4][CH:3]=1.C([O-])([O-])=O.[K+].[K+].Cl[CH2:18][C:19]([C:21]1[CH:26]=[CH:25][C:24]([F:27])=[CH:23][CH:22]=1)=[O:20]. The catalyst is C(#N)C. The product is [Br:1][C:2]1[CH:7]=[CH:6][C:5]([C@@H:8]([NH:10][CH2:18][C:19]([C:21]2[CH:26]=[CH:25][C:24]([F:27])=[CH:23][CH:22]=2)=[O:20])[CH3:9])=[CH:4][CH:3]=1. The yield is 0.600. (4) The reactants are [CH:1]1[C:10]2[C:5](=[C:6]([CH2:11][C:12]([O:14]CC)=O)[CH:7]=[CH:8][CH:9]=2)[CH:4]=[CH:3][N:2]=1.C[Al](C)C.[F:21][C:22]([F:32])([F:31])[C:23]1[CH:30]=[CH:29][C:26]([CH2:27][NH2:28])=[CH:25][CH:24]=1.Cl.[NH4+].[OH-]. The catalyst is ClCCl.O. The product is [CH:1]1[C:10]2[C:5](=[C:6]([CH2:11][C:12]([NH:28][CH2:27][C:26]3[CH:25]=[CH:24][C:23]([C:22]([F:21])([F:31])[F:32])=[CH:30][CH:29]=3)=[O:14])[CH:7]=[CH:8][CH:9]=2)[CH:4]=[CH:3][N:2]=1. The yield is 0.370. (5) The reactants are [N:1]1[N:2]([C:6]2[CH:13]=[CH:12][C:9]([CH:10]=[O:11])=[CH:8][CH:7]=2)[N:3]=[CH:4][CH:5]=1.[CH:14](Br)(Br)Br.[OH-:18].[K+].[CH3:20][OH:21]. No catalyst specified. The product is [N:1]1[N:2]([C:6]2[CH:7]=[CH:8][C:9]([CH:10]([O:11][CH3:14])[C:20]([OH:21])=[O:18])=[CH:12][CH:13]=2)[N:3]=[CH:4][CH:5]=1. The yield is 0.880.